From a dataset of Reaction yield outcomes from USPTO patents with 853,638 reactions. Predict the reaction yield, written as a fraction of the theoretical maximum amount of product (1.0 means a 100% yield; for example, 0.34 means a 34% yield). The reactants are C(O[C:6](=[O:28])[NH:7][C@@H:8]([CH2:21][C:22]1[CH:27]=[CH:26][CH:25]=[CH:24][CH:23]=1)[CH:9]([C:11](=[O:20])[NH:12][CH2:13][C:14]1[CH:19]=[CH:18][CH:17]=[CH:16][CH:15]=1)[OH:10])(C)(C)C.FC(F)(F)C(O)=O.C(N(CC)C(C)C)(C)C.[CH:45]1([C@H:48]([NH:65][C:66]([CH:68]2[CH2:76][C:75]3[C:70](=[CH:71][CH:72]=[CH:73][CH:74]=3)[CH2:69]2)=[O:67])[C:49]([NH:51][C@@H:52]([CH2:56][C:57]2[CH:62]=[CH:61][C:60]([O:63][CH3:64])=[CH:59][CH:58]=2)C(O)=O)=[O:50])[CH2:47][CH2:46]1.CN(C(ON1N=NC2C=CC=NC1=2)=[N+](C)C)C.F[P-](F)(F)(F)(F)F. The catalyst is ClCCl.O. The product is [CH2:21]([C@H:8]([NH:7][C:6]([C@@H:52]([NH:51][C:49]([C@@H:48]([NH:65][C:66]([CH:68]1[CH2:69][C:70]2[C:75](=[CH:74][CH:73]=[CH:72][CH:71]=2)[CH2:76]1)=[O:67])[CH:45]1[CH2:47][CH2:46]1)=[O:50])[CH2:56][C:57]1[CH:62]=[CH:61][C:60]([O:63][CH3:64])=[CH:59][CH:58]=1)=[O:28])[CH:9]([C:11](=[O:20])[NH:12][CH2:13][C:14]1[CH:15]=[CH:16][CH:17]=[CH:18][CH:19]=1)[OH:10])[C:22]1[CH:23]=[CH:24][CH:25]=[CH:26][CH:27]=1. The yield is 0.920.